From a dataset of Catalyst prediction with 721,799 reactions and 888 catalyst types from USPTO. Predict which catalyst facilitates the given reaction. (1) Reactant: [CH3:1][C:2]1[CH:11]=[CH:10][C:5]([C:6]([O:8][CH3:9])=[O:7])=[CH:4][C:3]=1[N+:12]([O-:14])=[O:13].CO[CH:17](OC)[N:18]([CH3:20])[CH3:19].CN(C)C=O. Product: [CH3:17][N:18]([CH:20]=[CH:1][C:2]1[CH:11]=[CH:10][C:5]([C:6]([O:8][CH3:9])=[O:7])=[CH:4][C:3]=1[N+:12]([O-:14])=[O:13])[CH3:19]. The catalyst class is: 5. (2) Reactant: C1(P(C2CCCCC2)C2CCCCC2)CCCCC1.Br[C:21]1[CH:29]=[CH:28][C:27]([N+:30]([O-:32])=[O:31])=[C:26]2[C:22]=1[CH2:23][N:24]([CH3:34])[C:25]2=[O:33].[B:35]1([B:35]2[O:39][C:38]([CH3:41])([CH3:40])[C:37]([CH3:43])([CH3:42])[O:36]2)[O:39][C:38]([CH3:41])([CH3:40])[C:37]([CH3:43])([CH3:42])[O:36]1.CC([O-])=O.[K+]. Product: [CH3:34][N:24]1[CH2:23][C:22]2[C:26](=[C:27]([N+:30]([O-:32])=[O:31])[CH:28]=[CH:29][C:21]=2[B:35]2[O:39][C:38]([CH3:41])([CH3:40])[C:37]([CH3:43])([CH3:42])[O:36]2)[C:25]1=[O:33]. The catalyst class is: 102. (3) Reactant: Br[C:2]1[CH:7]=[CH:6][C:5]([Br:8])=[CH:4][N:3]=1.[CH2:9]([S-:11])[CH3:10].[Na+].O. Product: [Br:8][C:5]1[CH:6]=[CH:7][C:2]([S:11][CH2:9][CH3:10])=[N:3][CH:4]=1. The catalyst class is: 16. (4) Reactant: [Cl:1][C:2]1[CH:20]=[CH:19][CH:18]=[CH:17][C:3]=1[CH2:4][O:5][C:6]1[CH:15]=[CH:14][C:13]([F:16])=[CH:12][C:7]=1[C:8]([O:10]C)=[O:9].[OH-].[Na+]. Product: [Cl:1][C:2]1[CH:20]=[CH:19][CH:18]=[CH:17][C:3]=1[CH2:4][O:5][C:6]1[CH:15]=[CH:14][C:13]([F:16])=[CH:12][C:7]=1[C:8]([OH:10])=[O:9]. The catalyst class is: 5. (5) Reactant: [CH3:1][O:2][C:3]1[C:8]([NH2:9])=[CH:7][CH:6]=[CH:5][N:4]=1.Cl[C:11]1[N:16]=[C:15]([S:17][C:18]#[N:19])[C:14]([N+:20]([O-:22])=[O:21])=[CH:13][N:12]=1.C(N(CC)CC)C. Product: [CH3:1][O:2][C:3]1[C:8]([NH:9][C:11]2[N:16]=[C:15]([S:17][C:18]#[N:19])[C:14]([N+:20]([O-:22])=[O:21])=[CH:13][N:12]=2)=[CH:7][CH:6]=[CH:5][N:4]=1. The catalyst class is: 8. (6) Reactant: [C:1]([O:5][C:6]([NH:8][CH2:9][C:10]1[N:11](CC(C)C)[C:12](=[O:30])[C:13]2[C:18]([C:19]=1[C:20]1[CH:25]=[CH:24][C:23]([CH3:26])=[CH:22][CH:21]=1)=[CH:17][C:16]([C:27]([NH2:29])=O)=[CH:15][CH:14]=2)=[O:7])([CH3:4])([CH3:3])[CH3:2].N1C(Cl)=NC(Cl)=NC=1Cl.CN(C)C=O. Product: [C:27]([C:16]1[CH:17]=[C:18]2[C:13](=[CH:14][CH:15]=1)[C:12](=[O:30])[NH:11][C:10]([CH2:9][NH:8][C:6](=[O:7])[O:5][C:1]([CH3:4])([CH3:3])[CH3:2])=[C:19]2[C:20]1[CH:21]=[CH:22][C:23]([CH3:26])=[CH:24][CH:25]=1)#[N:29]. The catalyst class is: 6. (7) Reactant: Cl[C:2]1[N:7]=[C:6]([C@@H:8]([NH:18][C:19](=[O:36])[CH2:20][N:21]2[C:25]3[C:26]([F:31])([F:30])[C@@H:27]4[CH2:29][C@@H:28]4[C:24]=3[C:23]([C:32]([F:35])([F:34])[F:33])=[N:22]2)[CH2:9][C:10]2[CH:15]=[C:14]([F:16])[CH:13]=[C:12]([F:17])[CH:11]=2)[C:5]([C:37]2[CH:38]=[CH:39][C:40]([Cl:52])=[C:41]3[C:45]=2[N:44]([CH3:46])[N:43]=[C:42]3[NH:47][S:48]([CH3:51])(=[O:50])=[O:49])=[CH:4][CH:3]=1.[CH3:53][N:54]1[CH:58]=[C:57](B(O)O)[CH:56]=[N:55]1.C([O-])([O-])=O.[K+].[K+].O. Product: [Cl:52][C:40]1[CH:39]=[CH:38][C:37]([C:5]2[C:6]([C@@H:8]([NH:18][C:19](=[O:36])[CH2:20][N:21]3[C:25]4[C:26]([F:31])([F:30])[C@@H:27]5[CH2:29][C@@H:28]5[C:24]=4[C:23]([C:32]([F:33])([F:35])[F:34])=[N:22]3)[CH2:9][C:10]3[CH:15]=[C:14]([F:16])[CH:13]=[C:12]([F:17])[CH:11]=3)=[N:7][C:2]([C:57]3[CH:56]=[N:55][N:54]([CH3:53])[CH:58]=3)=[CH:3][CH:4]=2)=[C:45]2[C:41]=1[C:42]([NH:47][S:48]([CH3:51])(=[O:50])=[O:49])=[N:43][N:44]2[CH3:46]. The catalyst class is: 77.